Dataset: Catalyst prediction with 721,799 reactions and 888 catalyst types from USPTO. Task: Predict which catalyst facilitates the given reaction. (1) Reactant: [I:1][C:2]1[CH:11]=[CH:10][CH:9]=[CH:8][C:3]=1[C:4]([O:6][CH3:7])=[O:5].[Br:12]N1C(=O)CCC1=O.OS(O)(=O)=O. Product: [Br:12][C:9]1[CH:10]=[CH:11][C:2]([I:1])=[C:3]([CH:8]=1)[C:4]([O:6][CH3:7])=[O:5]. The catalyst class is: 15. (2) Reactant: [F:1][C:2]1[CH:7]=[C:6]([F:8])[CH:5]=[CH:4][C:3]=1[C@:9]([OH:24])([C@H:16]([S:18][CH:19]([CH2:22][OH:23])[CH2:20][OH:21])[CH3:17])[CH2:10][N:11]1[CH:15]=[N:14][CH:13]=[N:12]1.[Cl:25][C:26]1[CH:35]=[CH:34][C:29](/[CH:30]=[CH:31]/[CH:32]=O)=[CH:28][CH:27]=1.O.C1(C)C=CC(S(O)(=O)=O)=CC=1.C(=O)([O-])O.[Na+]. The catalyst class is: 2. Product: [Cl:25][C:26]1[CH:35]=[CH:34][C:29](/[CH:30]=[CH:31]/[C@H:32]2[O:21][CH2:20][C@H:19]([S:18][C@H:16]([CH3:17])[C@:9]([C:3]3[CH:4]=[CH:5][C:6]([F:8])=[CH:7][C:2]=3[F:1])([OH:24])[CH2:10][N:11]3[CH:15]=[N:14][CH:13]=[N:12]3)[CH2:22][O:23]2)=[CH:28][CH:27]=1. (3) Reactant: C([O:5][C:6](=O)[CH2:7][C:8]([N:10]([C:25]1[CH:30]=[CH:29][C:28]([Cl:31])=[CH:27][CH:26]=1)[CH2:11][CH2:12][CH2:13][N:14]1[C:22](=[O:23])[C:21]2[C:16](=[CH:17][CH:18]=[CH:19][CH:20]=2)[C:15]1=[O:24])=[O:9])(C)(C)C.O=P12OP3(OP(OP(O3)(O1)=O)(=O)O2)=O. Product: [Cl:31][C:28]1[CH:29]=[C:30]2[C:25](=[CH:26][CH:27]=1)[N:10]([CH2:11][CH2:12][CH2:13][N:14]1[C:22](=[O:23])[C:21]3[C:16](=[CH:17][CH:18]=[CH:19][CH:20]=3)[C:15]1=[O:24])[C:8](=[O:9])[CH:7]=[C:6]2[OH:5]. The catalyst class is: 501. (4) Reactant: [C:1]1([N:7]2[C:11]([C:12]3[C:17](=[O:18])[CH:16]=[CH:15][N:14]([CH:19]4[CH2:24][CH2:23][NH:22][CH2:21][CH2:20]4)[N:13]=3)=[CH:10][CH:9]=[N:8]2)[CH:6]=[CH:5][CH:4]=[CH:3][CH:2]=1.Br[C:26]1[CH:31]=[CH:30][CH:29]=[CH:28][C:27]=1[C:32]([F:35])([F:34])[F:33].CC(C)([O-])C.[Na+].CC(C1C=C(C(C)C)C(C2C=CC=CC=2P(C2CCCCC2)C2CCCCC2)=C(C(C)C)C=1)C.C(=O)([O-])O.[Na+]. Product: [C:1]1([N:7]2[C:11]([C:12]3[C:17](=[O:18])[CH:16]=[CH:15][N:14]([CH:19]4[CH2:24][CH2:23][N:22]([C:26]5[CH:31]=[CH:30][CH:29]=[CH:28][C:27]=5[C:32]([F:35])([F:34])[F:33])[CH2:21][CH2:20]4)[N:13]=3)=[CH:10][CH:9]=[N:8]2)[CH:2]=[CH:3][CH:4]=[CH:5][CH:6]=1. The catalyst class is: 187. (5) Reactant: Br[C:2]1[C:11]2[C:6](=[C:7]([C:12]([F:15])([F:14])[F:13])[CH:8]=[CH:9][CH:10]=2)[CH:5]=[CH:4][CH:3]=1.[Li]CCCC.[CH:21](=[O:24])[CH2:22][CH3:23]. Product: [F:13][C:12]([F:15])([F:14])[C:7]1[CH:8]=[CH:9][CH:10]=[C:11]2[C:6]=1[CH:5]=[CH:4][CH:3]=[C:2]2[CH:21]([OH:24])[CH2:22][CH3:23]. The catalyst class is: 1. (6) Reactant: C[O:2][C:3]([C:5]1[CH:25]=[CH:24][C:8]2[N:9]([CH:19]([CH2:22][CH3:23])[CH2:20][CH3:21])[C:10]([CH2:12][C:13]3[S:14][C:15]([Cl:18])=[CH:16][CH:17]=3)=[N:11][C:7]=2[CH:6]=1)=[O:4].[OH-].[Li+].O.Cl. Product: [Cl:18][C:15]1[S:14][C:13]([CH2:12][C:10]2[N:9]([CH:19]([CH2:22][CH3:23])[CH2:20][CH3:21])[C:8]3[CH:24]=[CH:25][C:5]([C:3]([OH:4])=[O:2])=[CH:6][C:7]=3[N:11]=2)=[CH:17][CH:16]=1. The catalyst class is: 5.